Dataset: Reaction yield outcomes from USPTO patents with 853,638 reactions. Task: Predict the reaction yield, written as a fraction of the theoretical maximum amount of product (1.0 means a 100% yield; for example, 0.34 means a 34% yield). The catalyst is C(Cl)Cl.O. The yield is 0.260. The product is [CH3:15][C:13]1[CH:14]=[C:10]([C:8]2[CH:9]=[C:4]3[C:5](=[CH:6][C:7]=2[C:24]([F:26])([F:25])[F:27])[NH:28][C:35](=[O:43])[N:32]([NH:41][S:38]([CH3:37])(=[O:40])=[O:39])[C:3]3=[O:29])[N:11]([CH2:16][CH2:17][O:18][CH2:19][Si:20]([CH3:22])([CH3:23])[CH3:21])[N:12]=1. The reactants are CO[C:3](=[O:29])[C:4]1[CH:9]=[C:8]([C:10]2[N:11]([CH2:16][CH2:17][O:18][CH2:19][Si:20]([CH3:23])([CH3:22])[CH3:21])[N:12]=[C:13]([CH3:15])[CH:14]=2)[C:7]([C:24]([F:27])([F:26])[F:25])=[CH:6][C:5]=1[NH2:28].CC[N:32]([CH2:35]C)CC.[CH3:37][S:38]([NH:41]N)(=[O:40])=[O:39].[OH-:43].[Na+].